From a dataset of Forward reaction prediction with 1.9M reactions from USPTO patents (1976-2016). Predict the product of the given reaction. Given the reactants [CH3:1][O:2][C:3]1[C:13]([Cl:14])=[CH:12][C:11]([O:15][CH:16]=[CH:17][CH:18]([Cl:20])[Cl:19])=[CH:10][C:4]=1[CH2:5][CH2:6]C(=O)C.[NH2:21][OH:22], predict the reaction product. The product is: [Cl:14][C:13]1[C:3]([O:2][CH3:1])=[C:4]([C:5](=[N:21][OH:22])[CH3:6])[CH:10]=[C:11]([O:15][CH2:16][CH:17]=[C:18]([Cl:20])[Cl:19])[CH:12]=1.